Task: Predict the product of the given reaction.. Dataset: Forward reaction prediction with 1.9M reactions from USPTO patents (1976-2016) (1) Given the reactants Cl[C:2]1[CH:3]=[C:4]([CH2:18][C:19]([O:21]C)=[O:20])[CH:5]=[CH:6][C:7]=1NC(NC1C=CC=CC=1)=O.[OH-].[Na+], predict the reaction product. The product is: [C:4]1([CH2:18][C:19]([OH:21])=[O:20])[CH:5]=[CH:6][CH:7]=[CH:2][CH:3]=1. (2) Given the reactants [Cl:1][C:2]1[N:6]2[CH:7]=[C:8]([C:15]3[CH:19]=[CH:18][O:17][CH:16]=3)[CH:9]=[C:10]([C:11]([F:14])([F:13])[F:12])[C:5]2=[N:4][C:3]=1[C:20]([OH:22])=O.[CH3:23][C@@H:24]1[O:28][C:27](=[O:29])[N:26]([CH:30]2[CH2:35][CH2:34][NH:33][CH2:32][CH2:31]2)[C:25]1=[O:36].C(N(CC)C(C)C)(C)C.CN(C(ON1N=NC2C=CC=NC1=2)=[N+](C)C)C.F[P-](F)(F)(F)(F)F, predict the reaction product. The product is: [Cl:1][C:2]1[N:6]2[CH:7]=[C:8]([C:15]3[CH:19]=[CH:18][O:17][CH:16]=3)[CH:9]=[C:10]([C:11]([F:12])([F:13])[F:14])[C:5]2=[N:4][C:3]=1[C:20]([N:33]1[CH2:32][CH2:31][CH:30]([N:26]2[C:25](=[O:36])[C@H:24]([CH3:23])[O:28][C:27]2=[O:29])[CH2:35][CH2:34]1)=[O:22]. (3) Given the reactants N[C:2]1[CH:7]=[CH:6][C:5]([C:8]2[C@H:9]([CH3:15])[CH2:10][C:11](=[O:14])[NH:12][N:13]=2)=[CH:4][CH:3]=1.N([O-])=O.[Na+].[ClH:20], predict the reaction product. The product is: [Cl:20][C:2]1[CH:3]=[CH:4][C:5]([C:8]2[C:9]([CH3:10])([CH3:15])[C:11](=[O:14])[NH:12][N:13]=2)=[CH:6][CH:7]=1. (4) Given the reactants [OH:1][CH2:2][CH2:3][NH:4][C:5]([C:7]1[CH:8]=[CH:9][CH:10]=[C:11]2[O:15][C:14]([NH:16][CH:17]3[CH2:22][CH2:21][NH:20][CH2:19][CH2:18]3)=[N:13][C:12]=12)=[O:6].[CH2:23]([O:25][C:26]1[CH:27]=[C:28]([CH:31]=[CH:32][C:33]=1[O:34][CH3:35])[CH:29]=O)[CH3:24].C([BH3-])#N.[Na+].C(N(C(C)C)C(C)C)C, predict the reaction product. The product is: [OH:1][CH2:2][CH2:3][NH:4][C:5]([C:7]1[CH:8]=[CH:9][CH:10]=[C:11]2[O:15][C:14]([NH:16][CH:17]3[CH2:22][CH2:21][N:20]([CH2:29][C:28]4[CH:31]=[CH:32][C:33]([O:34][CH3:35])=[C:26]([O:25][CH2:23][CH3:24])[CH:27]=4)[CH2:19][CH2:18]3)=[N:13][C:12]=12)=[O:6].